From a dataset of Catalyst prediction with 721,799 reactions and 888 catalyst types from USPTO. Predict which catalyst facilitates the given reaction. (1) Reactant: [OH:1][C:2]1[CH:11]=[CH:10][C:9]2[C:4](=[CH:5][C:6]([OH:12])=[CH:7][CH:8]=2)[CH:3]=1.[F:13][C:14]([F:27])([F:26])[S:15](O[S:15]([C:14]([F:27])([F:26])[F:13])(=[O:17])=[O:16])(=[O:17])=[O:16]. Product: [F:13][C:14]([F:27])([F:26])[S:15]([O:1][C:2]1[CH:11]=[CH:10][C:9]2[C:4](=[CH:5][C:6]([O:12][S:15]([C:14]([F:13])([F:26])[F:27])(=[O:16])=[O:17])=[CH:7][CH:8]=2)[CH:3]=1)(=[O:17])=[O:16]. The catalyst class is: 272. (2) Reactant: [CH3:1][N:2]1[C:6]([CH2:7][N:8]2[CH2:13][CH2:12][N:11]([C:14](OC(C)(C)C)=O)[CH2:10][CH2:9]2)=[CH:5][N:4]=[CH:3]1.C(O)(C(F)(F)F)=O.[Br:28][C:29]1C(Cl)=[C:31]([N+:36]([O-:38])=[O:37])[C:32]([NH2:35])=[N:33][CH:34]=1. Product: [Br:28][C:29]1[C:14]([N:11]2[CH2:10][CH2:9][N:8]([CH2:7][C:6]3[N:2]([CH3:1])[CH:3]=[N:4][CH:5]=3)[CH2:13][CH2:12]2)=[C:31]([N+:36]([O-:38])=[O:37])[C:32]([NH2:35])=[N:33][CH:34]=1. The catalyst class is: 2. (3) Reactant: [CH3:1][O:2][C:3](=[O:19])[C:4]1[CH:9]=[C:8]([CH2:10][CH2:11][CH:12]=[CH:13][CH3:14])[C:7]([O:15][CH3:16])=[C:6]([O:17][CH3:18])[CH:5]=1. Product: [CH3:1][O:2][C:3](=[O:19])[C:4]1[CH:9]=[C:8]([CH2:10][CH2:11][CH2:12][CH2:13][CH3:14])[C:7]([O:15][CH3:16])=[C:6]([O:17][CH3:18])[CH:5]=1. The catalyst class is: 25.